From a dataset of Forward reaction prediction with 1.9M reactions from USPTO patents (1976-2016). Predict the product of the given reaction. (1) Given the reactants [NH2:1][C:2]1[N:6]([CH3:7])[C:5](=[O:8])[C:4]([C:16]2[CH:21]=[CH:20][C:19]([F:22])=[C:18]([C:23]3[CH:28]=[N:27][CH:26]=[CH:25][N:24]=3)[CH:17]=2)([C:9]2[CH:14]=[CH:13][C:12]([OH:15])=[CH:11][CH:10]=2)[N:3]=1.C(N(CC)CC)C.C1C=CC(N([S:43]([C:46]([F:49])([F:48])[F:47])(=[O:45])=[O:44])[S:43]([C:46]([F:49])([F:48])[F:47])(=[O:45])=[O:44])=CC=1, predict the reaction product. The product is: [F:47][C:46]([F:49])([F:48])[S:43]([O:15][C:12]1[CH:13]=[CH:14][C:9]([C:4]2([C:16]3[CH:21]=[CH:20][C:19]([F:22])=[C:18]([C:23]4[CH:28]=[N:27][CH:26]=[CH:25][N:24]=4)[CH:17]=3)[C:5](=[O:8])[N:6]([CH3:7])[C:2]([NH2:1])=[N:3]2)=[CH:10][CH:11]=1)(=[O:45])=[O:44]. (2) Given the reactants [NH2:1][C:2]1[CH:7]=[C:6]([CH3:8])[C:5](Br)=[CH:4][N:3]=1.[N:10]1([S:16]([C:19]2[CH:24]=[CH:23][C:22]([SH:25])=[CH:21][CH:20]=2)(=[O:18])=[O:17])[CH2:15][CH2:14][CH2:13][CH2:12][CH2:11]1.[Cl:26][C:27]1[CH:32]=[C:31]([C:33]([F:36])([F:35])[F:34])[CH:30]=[CH:29][C:28]=1[S:37](Cl)(=[O:39])=[O:38], predict the reaction product. The product is: [Cl:26][C:27]1[CH:32]=[C:31]([C:33]([F:35])([F:34])[F:36])[CH:30]=[CH:29][C:28]=1[S:37]([NH:1][C:2]1[CH:7]=[C:6]([CH3:8])[C:5]([S:25][C:22]2[CH:21]=[CH:20][C:19]([S:16]([N:10]3[CH2:11][CH2:12][CH2:13][CH2:14][CH2:15]3)(=[O:18])=[O:17])=[CH:24][CH:23]=2)=[CH:4][N:3]=1)(=[O:39])=[O:38]. (3) Given the reactants [C:1]([S:4][CH:5]1[CH2:10][CH2:9][N:8](C(C2C=CC=CC=2)(C2C=CC=CC=2)C2C=CC=CC=2)[CH2:7]/[C:6]/1=[CH:30]\[C:31]1[N:35]([CH2:36][C:37]([O:39][CH3:40])=[O:38])[N:34]=[CH:33][N:32]=1)(=[O:3])[CH3:2].[F:41][C:42]([F:47])([F:46])[C:43]([OH:45])=[O:44], predict the reaction product. The product is: [F:41][C:42]([F:47])([F:46])[C:43]([OH:45])=[O:44].[C:1]([S:4][CH:5]1[CH2:10][CH2:9][NH:8][CH2:7]/[C:6]/1=[CH:30]\[C:31]1[N:35]([CH2:36][C:37]([O:39][CH3:40])=[O:38])[N:34]=[CH:33][N:32]=1)(=[O:3])[CH3:2]. (4) Given the reactants [CH3:1][O:2][C:3]([C:5]1[C:13]2[N:12]=[C:11]([C:14](=[O:25])[NH:15][CH:16]3[CH2:21][CH2:20][N:19]([CH:22]4[CH2:24][CH2:23]4)[CH2:18][CH2:17]3)[NH:10][C:9]=2[CH:8]=[CH:7][CH:6]=1)=[O:4].Br[CH2:27][C:28]([NH:30][C:31]1[CH:36]=[CH:35][C:34]([Cl:37])=[CH:33][N:32]=1)=[O:29], predict the reaction product. The product is: [CH3:1][O:2][C:3]([C:5]1[C:13]2[N:12]=[C:11]([C:14](=[O:25])[NH:15][CH:16]3[CH2:17][CH2:18][N:19]([CH:22]4[CH2:23][CH2:24]4)[CH2:20][CH2:21]3)[N:10]([CH2:27][C:28](=[O:29])[NH:30][C:31]3[CH:36]=[CH:35][C:34]([Cl:37])=[CH:33][N:32]=3)[C:9]=2[CH:8]=[CH:7][CH:6]=1)=[O:4]. (5) The product is: [CH3:31][O:30][C:27]1[CH:28]=[C:29]2[C:24](=[CH:25][C:26]=1[O:32][CH3:33])[N:23]=[CH:22][CH:21]=[C:20]2[O:19][C:18]1[C:13]([C:37]2[CH:3]=[N:2][CH:5]=[N:35][CH:36]=2)=[N:14][C:15]([CH3:34])=[CH:16][CH:17]=1. Given the reactants C[N:2]([CH3:5])[CH:3]=O.C(=O)([O-])[O-].[K+].[K+].I[C:13]1[C:18]([O:19][C:20]2[C:29]3[C:24](=[CH:25][C:26]([O:32][CH3:33])=[C:27]([O:30][CH3:31])[CH:28]=3)[N:23]=[CH:22][CH:21]=2)=[CH:17][CH:16]=[C:15]([CH3:34])[N:14]=1.[NH:35]1CC(B(O)O)C[CH2:37][CH2:36]1, predict the reaction product. (6) Given the reactants [Cl:1][C:2]1[C:3](Cl)=[C:4]2[N:10]=[C:9]([C:11]3[CH:16]=[CH:15][C:14]([O:17][CH2:18][CH2:19][N:20]4[CH2:25][CH2:24][O:23][CH2:22][CH2:21]4)=[CH:13][CH:12]=3)[NH:8][C:5]2=[N:6][CH:7]=1.[CH2:27]([N:29]([CH2:37][CH3:38])[C:30]1[CH:35]=[CH:34][C:33]([NH2:36])=[CH:32][CH:31]=1)[CH3:28], predict the reaction product. The product is: [Cl:1][C:2]1[C:3]([NH:36][C:33]2[CH:32]=[CH:31][C:30]([N:29]([CH2:37][CH3:38])[CH2:27][CH3:28])=[CH:35][CH:34]=2)=[C:4]2[NH:10][C:9]([C:11]3[CH:12]=[CH:13][C:14]([O:17][CH2:18][CH2:19][N:20]4[CH2:21][CH2:22][O:23][CH2:24][CH2:25]4)=[CH:15][CH:16]=3)=[N:8][C:5]2=[N:6][CH:7]=1. (7) Given the reactants Cl[C:2]1[CH:7]=[CH:6][N:5]=[C:4]([NH2:8])[CH:3]=1.[CH2:9]([O:12][Na])[CH2:10][CH3:11].O, predict the reaction product. The product is: [CH2:9]([O:12][C:2]1[CH:7]=[CH:6][N:5]=[C:4]([NH2:8])[CH:3]=1)[CH2:10][CH3:11]. (8) Given the reactants CCN(C(C)C)C(C)C.Cl.[NH:11]1[CH2:16][CH:15]=[C:14]([CH2:17][C:18]2[S:19][CH:20]=[CH:21][N:22]=2)[CH2:13][CH2:12]1.[CH3:23][C:24]1([CH3:40])[C:33](=[O:34])[NH:32][C:31]2[N:30]=[CH:29][C:28](/[CH:35]=[CH:36]/[C:37](O)=[O:38])=[CH:27][C:26]=2[CH2:25]1.C1C=CC2N(O)N=NC=2C=1.CCN=C=NCCCN(C)C.Cl, predict the reaction product. The product is: [CH3:23][C:24]1([CH3:40])[CH2:25][C:26]2[C:31](=[N:30][CH:29]=[C:28](/[CH:35]=[CH:36]/[C:37](=[O:38])[N:11]3[CH2:12][CH2:13][C:14]([CH2:17][C:18]4[S:19][CH:20]=[CH:21][N:22]=4)=[CH:15][CH2:16]3)[CH:27]=2)[NH:32][C:33]1=[O:34]. (9) Given the reactants [F:1][C:2]([F:20])([F:19])[C:3]1[CH:4]=[C:5]([C:9]2[CH:10]=[CH:11][C:12]3[O:13][CH2:14][CH2:15][NH:16][C:17]=3[N:18]=2)[CH:6]=[CH:7][CH:8]=1.C(N(CC)CC)C.ClC(Cl)(O[C:32](=[O:38])OC(Cl)(Cl)Cl)Cl.[NH2:40][C:41]1[S:42][CH:43]=[CH:44][N:45]=1, predict the reaction product. The product is: [S:42]1[CH:43]=[CH:44][N:45]=[C:41]1[NH:40][C:32]([N:16]1[CH2:15][CH2:14][O:13][C:12]2[CH:11]=[CH:10][C:9]([C:5]3[CH:6]=[CH:7][CH:8]=[C:3]([C:2]([F:19])([F:1])[F:20])[CH:4]=3)=[N:18][C:17]1=2)=[O:38].